Dataset: Catalyst prediction with 721,799 reactions and 888 catalyst types from USPTO. Task: Predict which catalyst facilitates the given reaction. Reactant: [OH:1][C:2]1[CH:7]=[C:6]([C:8]2[CH:9]=[N:10][NH:11][CH:12]=2)[CH:5]=[CH:4][C:3]=1[C:13]1[N:18]=[N:17][C:16]([N:19]2[CH2:23][C@@H:22]3[CH2:24][N:25](C(OC(C)(C)C)=O)[CH2:26][C@@H:21]3[CH2:20]2)=[CH:15][CH:14]=1.Cl.N. Product: [CH2:20]1[C@@H:21]2[CH2:26][NH:25][CH2:24][C@@H:22]2[CH2:23][N:19]1[C:16]1[N:17]=[N:18][C:13]([C:3]2[CH:4]=[CH:5][C:6]([C:8]3[CH:9]=[N:10][NH:11][CH:12]=3)=[CH:7][C:2]=2[OH:1])=[CH:14][CH:15]=1. The catalyst class is: 169.